This data is from Full USPTO retrosynthesis dataset with 1.9M reactions from patents (1976-2016). The task is: Predict the reactants needed to synthesize the given product. (1) Given the product [Cl:45][C:29]1[CH:30]=[CH:31][C:32]2[CH2:33][CH2:34][N:35]([C:39](=[O:44])[C:40]([F:42])([F:41])[F:43])[CH2:36][CH2:37][C:38]=2[C:28]=1[O:27][CH2:26][CH2:25][NH:24][C:7]([C:2]1[CH:3]=[CH:4][CH:5]=[CH:6][N:1]=1)=[O:9], predict the reactants needed to synthesize it. The reactants are: [N:1]1[CH:6]=[CH:5][CH:4]=[CH:3][C:2]=1[C:7]([OH:9])=O.C(Cl)CCl.C1C=CC2N(O)N=NC=2C=1.[NH2:24][CH2:25][CH2:26][O:27][C:28]1[C:38]2[CH2:37][CH2:36][N:35]([C:39](=[O:44])[C:40]([F:43])([F:42])[F:41])[CH2:34][CH2:33][C:32]=2[CH:31]=[CH:30][C:29]=1[Cl:45]. (2) Given the product [CH3:29][C:23]1[CH:24]=[CH:25][C:26]([CH3:28])=[CH:27][C:22]=1[CH2:21][S:13][C:6]1[NH:7][C:8](=[O:12])[C:9]([C:10]#[N:11])=[C:4]([CH:1]([CH3:3])[CH3:2])[N:5]=1, predict the reactants needed to synthesize it. The reactants are: [CH:1]([C:4]1[N:5]=[C:6]([SH:13])[NH:7][C:8](=[O:12])[C:9]=1[C:10]#[N:11])([CH3:3])[CH3:2].C([O-])([O-])=O.[K+].[K+].Cl[CH2:21][C:22]1[CH:27]=[C:26]([CH3:28])[CH:25]=[CH:24][C:23]=1[CH3:29]. (3) The reactants are: [CH2:1]([C:9]1[CH:15]=[CH:14][C:12]([NH2:13])=[CH:11][CH:10]=1)[CH2:2][CH2:3][CH2:4][CH2:5][CH2:6][CH2:7][CH3:8].C([O:23][CH2:24][CH2:25][CH:26]([NH:30]C(OC(C)(C)C)=O)[C:27](O)=[O:28])C1C=CC=CC=1. Given the product [NH2:30][CH:26]([CH2:25][CH2:24][OH:23])[C:27]([NH:13][C:12]1[CH:11]=[CH:10][C:9]([CH2:1][CH2:2][CH2:3][CH2:4][CH2:5][CH2:6][CH2:7][CH3:8])=[CH:15][CH:14]=1)=[O:28], predict the reactants needed to synthesize it. (4) Given the product [N:45]1([C:42]2[CH:43]=[CH:44][C:39]([CH2:38][N:32]3[CH2:37][CH2:36][N:35]([C:2]([O:20][CH:15]([C:16]([F:19])([F:18])[F:17])[C:14]([F:22])([F:21])[F:13])=[O:4])[CH2:34][CH2:33]3)=[C:40]([O:51][C:52]([F:54])([F:55])[F:53])[CH:41]=2)[CH2:46][CH2:47][O:48][CH2:49][CH2:50]1, predict the reactants needed to synthesize it. The reactants are: Cl[C:2](Cl)([O:4]C(=O)OC(Cl)(Cl)Cl)Cl.[F:13][C:14]([F:22])([F:21])[CH:15]([OH:20])[C:16]([F:19])([F:18])[F:17].C(N(CC)C(C)C)(C)C.[N:32]1([CH2:38][C:39]2[CH:44]=[CH:43][C:42]([N:45]3[CH2:50][CH2:49][O:48][CH2:47][CH2:46]3)=[CH:41][C:40]=2[O:51][C:52]([F:55])([F:54])[F:53])[CH2:37][CH2:36][NH:35][CH2:34][CH2:33]1. (5) Given the product [CH:15]1([CH2:18][C@H:19]([NH:23][C:2]2[O:3][C:4]3[CH:10]=[CH:9][C:8]([F:11])=[CH:7][C:5]=3[N:6]=2)[C:20]([NH:34][CH2:33][CH2:32][NH:31][C:28]2[CH:29]=[CH:30][C:25]([F:24])=[CH:26][CH:27]=2)=[O:22])[CH2:14][CH2:13][CH2:12][CH2:17][CH2:16]1, predict the reactants needed to synthesize it. The reactants are: Cl[C:2]1[O:3][C:4]2[CH:10]=[CH:9][C:8]([F:11])=[CH:7][C:5]=2[N:6]=1.[CH2:12]1[CH2:17][CH2:16][CH:15]([CH2:18][C@H:19]([NH2:23])[C:20]([OH:22])=O)[CH2:14][CH2:13]1.[F:24][C:25]1[CH:30]=[CH:29][C:28]([NH:31][CH2:32][CH2:33][NH2:34])=[CH:27][CH:26]=1. (6) Given the product [OH:1][C:2]1[CH:11]=[C:10]2[C:5]([C:6](=[O:27])[C:7]([C@H:16]3[CH2:17][CH2:18][C@H:19]([C:22]([OH:24])=[O:23])[CH2:20][CH2:21]3)=[C:8]([C:12]([F:15])([F:13])[F:14])[O:9]2)=[CH:4][CH:3]=1, predict the reactants needed to synthesize it. The reactants are: [OH:1][C:2]1[CH:11]=[C:10]2[C:5]([C:6](=[O:27])[C:7]([CH:16]3[CH2:21][CH2:20][CH:19]([C:22]([O:24]CC)=[O:23])[CH2:18][CH2:17]3)=[C:8]([C:12]([F:15])([F:14])[F:13])[O:9]2)=[CH:4][CH:3]=1.Cl. (7) Given the product [NH2:15][C:13]1[N:14]=[C:9]([N:8]([CH3:23])[CH2:7][CH2:6][NH:5][C:1](=[O:4])[CH:2]=[CH2:3])[CH:10]=[CH:11][CH:12]=1, predict the reactants needed to synthesize it. The reactants are: [C:1]([NH:5][CH2:6][CH2:7][N:8]([CH3:23])[C:9]1[N:14]=[C:13]([NH:15]C(=O)OC(C)(C)C)[CH:12]=[CH:11][CH:10]=1)(=[O:4])[CH:2]=[CH2:3].C(O)(C(F)(F)F)=O.